From a dataset of Catalyst prediction with 721,799 reactions and 888 catalyst types from USPTO. Predict which catalyst facilitates the given reaction. (1) The catalyst class is: 14. Reactant: [F:1][C:2]([F:14])([F:13])[C:3]([C:6]1[CH:11]=[CH:10][C:9]([SH:12])=[CH:8][CH:7]=1)([OH:5])[CH3:4].[OH-].[Na+].Cl[C:18]1[N:19]=[C:20]([NH2:23])[S:21][CH:22]=1.O. Product: [NH2:23][C:20]1[S:21][CH:22]=[C:18]([S:12][C:9]2[CH:10]=[CH:11][C:6]([C:3]([OH:5])([CH3:4])[C:2]([F:1])([F:13])[F:14])=[CH:7][CH:8]=2)[N:19]=1. (2) Reactant: Cl.[CH2:2]1[C:6]2([CH2:11][CH2:10][C:9](=O)[CH2:8][CH2:7]2)[C:5](=[O:13])[NH:4][CH2:3]1.[CH3:14][NH:15][CH3:16].[C-:17]#[N:18].[K+]. Product: [CH3:14][N:15]([N:4]1[CH2:3][CH2:2][C:6]2([CH2:11][CH2:10][CH:9]([C:17]#[N:18])[CH2:8][CH2:7]2)[C:5]1=[O:13])[CH3:16]. The catalyst class is: 24. (3) Reactant: Br[C:2]1[CH:7]=[CH:6][C:5]([Br:8])=[CH:4][N:3]=1.[Br-].[F:10][C:11]1[CH:18]=[CH:17][CH:16]=[C:15]([F:19])[C:12]=1[CH2:13][Zn+]. Product: [Br:8][C:5]1[CH:6]=[CH:7][C:2]([CH2:13][C:12]2[C:11]([F:10])=[CH:18][CH:17]=[CH:16][C:15]=2[F:19])=[N:3][CH:4]=1. The catalyst class is: 176. (4) Reactant: [OH:1][C:2]1[CH:7]=[CH:6][C:5]([C:8](=[O:13])[CH2:9][CH2:10][CH2:11][CH3:12])=[CH:4][CH:3]=1.Br[CH2:15][CH2:16][CH2:17][C:18]([O:20][CH2:21][CH3:22])=[O:19].C([O-])([O-])=O.[K+].[K+]. Product: [C:8]([C:5]1[CH:4]=[CH:3][C:2]([O:1][CH2:15][CH2:16][CH2:17][C:18]([O:20][CH2:21][CH3:22])=[O:19])=[CH:7][CH:6]=1)(=[O:13])[CH2:9][CH2:10][CH2:11][CH3:12]. The catalyst class is: 21. (5) Reactant: OS(O)(=O)=O.[CH3:6][C:7]1[C:13]([OH:14])=[CH:12][CH:11]=[CH:10][C:8]=1[OH:9].C[O:16][C:17](=O)[CH2:18][C:19](=O)[C:20]1[CH:25]=[CH:24][C:23]([F:26])=[CH:22][CH:21]=1. Product: [F:26][C:23]1[CH:22]=[CH:21][C:20]([C:19]2[C:10]3[C:8](=[C:7]([CH3:6])[C:13]([OH:14])=[CH:12][CH:11]=3)[O:9][C:17](=[O:16])[CH:18]=2)=[CH:25][CH:24]=1. The catalyst class is: 6.